This data is from Forward reaction prediction with 1.9M reactions from USPTO patents (1976-2016). The task is: Predict the product of the given reaction. (1) Given the reactants [CH3:1][C:2]1[CH:8]=[CH:7][CH:6]=[C:5]([CH3:9])[C:3]=1[NH2:4].C1(C)C=CC=CC=1.C(=O)([O-])[O-].[Na+].[Na+].[Cl:23][CH2:24][C:25](Cl)=[O:26], predict the reaction product. The product is: [Cl:23][CH2:24][C:25]([NH:4][C:3]1[C:5]([CH3:9])=[CH:6][CH:7]=[CH:8][C:2]=1[CH3:1])=[O:26]. (2) Given the reactants [Cl:1][C:2]1[CH:7]=[C:6]([C:8]#[C:9][C:10]2[N:11]=[C:12]([CH3:15])[NH:13][CH:14]=2)[CH:5]=[CH:4][N:3]=1.[CH3:16][C:17]1[CH:22]=[CH:21][C:20](B(O)O)=[CH:19][CH:18]=1, predict the reaction product. The product is: [Cl:1][C:2]1[CH:7]=[C:6]([C:8]#[C:9][C:10]2[N:11]=[C:12]([CH3:15])[N:13]([C:20]3[CH:21]=[CH:22][C:17]([CH3:16])=[CH:18][CH:19]=3)[CH:14]=2)[CH:5]=[CH:4][N:3]=1. (3) The product is: [NH2:1][C:2]1[N:7]=[C:6]([N:8]2[C@H:13]([CH3:14])[CH2:12][CH2:11][C@H:10]([C:15]([NH:17][CH:18]3[CH2:23][CH2:22][CH2:21][CH2:20][CH2:19]3)=[O:16])[CH2:9]2)[CH:5]=[C:4]([C:24]2[CH:25]=[C:26]3[C:27]([C:30]([NH2:31])=[N:45][NH:46]3)=[CH:28][CH:29]=2)[N:3]=1. Given the reactants [NH2:1][C:2]1[N:7]=[C:6]([N:8]2[C@H:13]([CH3:14])[CH2:12][CH2:11][C@H:10]([C:15]([NH:17][CH:18]3[CH2:23][CH2:22][CH2:21][CH2:20][CH2:19]3)=[O:16])[CH2:9]2)[CH:5]=[C:4]([C:24]2[CH:29]=[CH:28][C:27]([C:30]#[N:31])=[C:26](F)[CH:25]=2)[N:3]=1.CCO.CCN(C(C)C)C(C)C.[NH2:45][NH2:46], predict the reaction product. (4) Given the reactants C[O:2][C:3]([C:5]1[CH:6]=[CH:7][C:8]([C:11]([OH:13])=O)=[N:9][CH:10]=1)=[O:4].[CH2:14]([NH:17][CH2:18][CH2:19][CH3:20])[CH2:15][CH3:16].[OH-].[Na+], predict the reaction product. The product is: [CH2:14]([N:17]([CH2:18][CH2:19][CH3:20])[C:11]([C:8]1[CH:7]=[CH:6][C:5]([C:3]([OH:2])=[O:4])=[CH:10][N:9]=1)=[O:13])[CH2:15][CH3:16].